Predict the reaction yield, written as a fraction of the theoretical maximum amount of product (1.0 means a 100% yield; for example, 0.34 means a 34% yield). From a dataset of Reaction yield outcomes from USPTO patents with 853,638 reactions. (1) The yield is 0.505. The product is [Cl:1][C:2]1[CH:19]=[CH:18][C:5]2[N:6]=[C:7]([C:9]3[CH:10]=[CH:11][C:12]([C:13]([NH:51][CH:46]4[CH2:45][C:44]([CH3:52])([CH3:53])[N:43]([CH3:42])[C:48]([CH3:50])([CH3:49])[CH2:47]4)=[O:15])=[CH:16][CH:17]=3)[NH:8][C:4]=2[CH:3]=1. The catalyst is C1COCC1.CC#N. The reactants are [Cl:1][C:2]1[CH:19]=[CH:18][C:5]2[N:6]=[C:7]([C:9]3[CH:17]=[CH:16][C:12]([C:13]([OH:15])=O)=[CH:11][CH:10]=3)[NH:8][C:4]=2[CH:3]=1.ON1C2C=CC=CC=2N=N1.Cl.CN(C)CCCN=C=NCC.[CH3:42][N:43]1[C:48]([CH3:50])([CH3:49])[CH2:47][CH:46]([NH2:51])[CH2:45][C:44]1([CH3:53])[CH3:52]. (2) The reactants are [CH2:1]([NH:8][C:9](=[O:21])[C@H:10]([NH:13]C(=O)OC(C)(C)C)[CH2:11][OH:12])[C:2]1[CH:7]=[CH:6][CH:5]=[CH:4][CH:3]=1.Cl[CH2:23]Cl.[OH-].[Na+].S(OC)(OC)(=O)=O. The catalyst is [Br-].C([N+](CCCC)(CCCC)CCCC)CCC.O. The product is [NH2:13][C@H:10]([CH2:11][O:12][CH3:23])[C:9]([NH:8][CH2:1][C:2]1[CH:7]=[CH:6][CH:5]=[CH:4][CH:3]=1)=[O:21]. The yield is 0.907.